From a dataset of NCI-60 drug combinations with 297,098 pairs across 59 cell lines. Regression. Given two drug SMILES strings and cell line genomic features, predict the synergy score measuring deviation from expected non-interaction effect. Drug 1: CC(CN1CC(=O)NC(=O)C1)N2CC(=O)NC(=O)C2. Drug 2: CS(=O)(=O)OCCCCOS(=O)(=O)C. Cell line: HS 578T. Synergy scores: CSS=12.1, Synergy_ZIP=1.59, Synergy_Bliss=8.93, Synergy_Loewe=3.42, Synergy_HSA=5.83.